Dataset: Full USPTO retrosynthesis dataset with 1.9M reactions from patents (1976-2016). Task: Predict the reactants needed to synthesize the given product. (1) Given the product [C:1]1([C:22]2[CH:27]=[CH:26][CH:25]=[CH:24][CH:23]=2)[CH:2]=[CH:3][C:4]([CH2:7][O:8][C:9]([NH:11][C:12]2[CH:21]=[CH:20][CH:19]=[CH:18][C:13]=2[C:14]([OH:16])=[O:15])=[O:10])=[CH:5][CH:6]=1, predict the reactants needed to synthesize it. The reactants are: [C:1]1([C:22]2[CH:27]=[CH:26][CH:25]=[CH:24][CH:23]=2)[CH:6]=[CH:5][C:4]([CH2:7][O:8][C:9]([NH:11][C:12]2[CH:21]=[CH:20][CH:19]=[CH:18][C:13]=2[C:14]([O:16]C)=[O:15])=[O:10])=[CH:3][CH:2]=1.[OH-].[Na+]. (2) Given the product [C:14]([C:13]1[S:12][C:11]([O:17][C:18]2[CH:23]=[CH:22][C:21]3[O:24][CH2:25][O:26][C:20]=3[CH:19]=2)=[C:9]2[C:10]3[N:2]([CH3:1])[N:3]=[CH:4][C:5]=3[CH2:6][CH2:7][C:8]=12)#[N:16], predict the reactants needed to synthesize it. The reactants are: [CH3:1][N:2]1[C:10]2[C:9]3=[C:11]([O:17][C:18]4[CH:23]=[CH:22][C:21]5[O:24][CH2:25][O:26][C:20]=5[CH:19]=4)[S:12][C:13]([C:14]([NH2:16])=O)=[C:8]3[CH2:7][CH2:6][C:5]=2[CH:4]=[N:3]1. (3) Given the product [F:1][C:2]1[CH:3]=[C:4]2[C:8](=[CH:9][CH:10]=1)[CH2:7][C:6]([NH:14][C:15](=[O:27])[C:16]1[CH:21]=[CH:20][CH:19]=[C:18]([CH3:22])[C:17]=1[CH2:23][CH:24]([CH3:25])[CH3:26])([C:11]([OH:13])=[O:12])[CH2:5]2, predict the reactants needed to synthesize it. The reactants are: [F:1][C:2]1[CH:3]=[C:4]2[C:8](=[CH:9][CH:10]=1)[CH2:7][C:6]([NH:14][C:15](=[O:27])[C:16]1[CH:21]=[CH:20][CH:19]=[C:18]([CH3:22])[C:17]=1[CH:23]=[C:24]([CH3:26])[CH3:25])([C:11]([OH:13])=[O:12])[CH2:5]2. (4) Given the product [OH:33][CH2:32][CH2:31][C@@H:27]([NH:26][C:24](=[O:25])[O:23][C:19]([CH3:21])([CH3:20])[CH3:22])[C:28]([N:14]1[CH2:15][CH2:16][CH2:17][C@:4]2([C:3](=[O:18])[N:2]([CH3:1])[CH2:6][C@H:5]2[C:7]2[CH:12]=[CH:11][CH:10]=[CH:9][CH:8]=2)[CH2:13]1)=[O:29], predict the reactants needed to synthesize it. The reactants are: [CH3:1][N:2]1[CH2:6][CH:5]([C:7]2[CH:12]=[CH:11][CH:10]=[CH:9][CH:8]=2)[C:4]2([CH2:17][CH2:16][CH2:15][NH:14][CH2:13]2)[C:3]1=[O:18].[C:19]([O:23][C:24]([NH:26][C@H:27]([CH2:31][CH2:32][OH:33])[C:28](O)=[O:29])=[O:25])([CH3:22])([CH3:21])[CH3:20].C(N(C(C)C)CC)(C)C.C(P1(=O)OP(CCC)(=O)OP(CCC)(=O)O1)CC. (5) Given the product [CH3:1][S:2]([C:5]1[CH:12]=[CH:11][C:8]([CH2:9][NH:10][CH2:14][CH:15]([OH:13])[CH2:16][CH3:17])=[CH:7][CH:6]=1)(=[O:3])=[O:4], predict the reactants needed to synthesize it. The reactants are: [CH3:1][S:2]([C:5]1[CH:12]=[CH:11][C:8]([CH2:9][NH2:10])=[CH:7][CH:6]=1)(=[O:4])=[O:3].[O:13]1[CH:15]([CH2:16][CH3:17])[CH2:14]1. (6) Given the product [Cl:34][C:35]1[CH:36]=[C:37]([C:2]2[CH:7]=[CH:6][C:5]([NH:8][CH2:9][C:10]3[CH:15]=[CH:14][C:13]([F:16])=[CH:12][C:11]=3[C:17]3[CH:18]=[CH:19][C:20]([C:23]([NH:25][CH2:26][CH2:27][C:28]([O:30][CH2:31][CH3:32])=[O:29])=[O:24])=[N:21][CH:22]=3)=[CH:4][C:3]=2[F:33])[CH:38]=[CH:39][C:40]=1[Cl:41], predict the reactants needed to synthesize it. The reactants are: Br[C:2]1[CH:7]=[CH:6][C:5]([NH:8][CH2:9][C:10]2[CH:15]=[CH:14][C:13]([F:16])=[CH:12][C:11]=2[C:17]2[CH:18]=[CH:19][C:20]([C:23]([NH:25][CH2:26][CH2:27][C:28]([O:30][CH2:31][CH3:32])=[O:29])=[O:24])=[N:21][CH:22]=2)=[CH:4][C:3]=1[F:33].[Cl:34][C:35]1[CH:36]=[C:37](B(O)O)[CH:38]=[CH:39][C:40]=1[Cl:41].C([O-])([O-])=O.[K+].[K+].O. (7) Given the product [F:32][C:28]1[CH:27]=[C:26]2[C:31]([C:22]([NH:20][C:10]3[C:11]([N:14]4[CH2:15][CH2:16][O:17][CH2:18][CH2:19]4)=[N:12][CH:13]=[C:8]([N:6]4[CH2:5][CH2:4][O:3][C@@H:2]([CH3:1])[CH2:7]4)[CH:9]=3)=[C:23]([CH3:39])[C:24]([C:33]3[CH:38]=[CH:37][CH:36]=[CH:35][N:34]=3)=[N:25]2)=[CH:30][CH:29]=1, predict the reactants needed to synthesize it. The reactants are: [CH3:1][C@H:2]1[CH2:7][N:6]([C:8]2[CH:9]=[C:10]([NH2:20])[C:11]([N:14]3[CH2:19][CH2:18][O:17][CH2:16][CH2:15]3)=[N:12][CH:13]=2)[CH2:5][CH2:4][O:3]1.Cl[C:22]1[C:31]2[C:26](=[CH:27][C:28]([F:32])=[CH:29][CH:30]=2)[N:25]=[C:24]([C:33]2[CH:38]=[CH:37][CH:36]=[CH:35][N:34]=2)[C:23]=1[CH3:39].Cl.O1CCOCC1.CN1C(=O)CCC1.